Dataset: Full USPTO retrosynthesis dataset with 1.9M reactions from patents (1976-2016). Task: Predict the reactants needed to synthesize the given product. (1) Given the product [NH:31]1[C:32]2[C:28](=[CH:27][C:26]([NH:25][C:24](=[O:42])[O:23][C@H:9]([C:4]3[CH:5]=[C:6]([F:8])[CH:7]=[C:2]([Cl:1])[CH:3]=3)[C@@H:10]3[CH2:15][CH2:14][CH2:13][CH2:12][NH:11]3)=[CH:34][CH:33]=2)[CH:29]=[N:30]1, predict the reactants needed to synthesize it. The reactants are: [Cl:1][C:2]1[CH:3]=[C:4]([C@@H:9]([O:23][C:24](=[O:42])[NH:25][C:26]2[CH:27]=[C:28]3[C:32](=[CH:33][CH:34]=2)[N:31](C(OC(C)(C)C)=O)[N:30]=[CH:29]3)[C@@H:10]2[CH2:15][CH2:14][CH2:13][CH2:12][N:11]2C(OC(C)(C)C)=O)[CH:5]=[C:6]([F:8])[CH:7]=1.Cl. (2) Given the product [CH3:10][C:8]1[C:3]2[CH:4]=[CH:5][S:1][C:2]=2[S:6][CH:7]=1, predict the reactants needed to synthesize it. The reactants are: [S:1]1[CH:5]=[CH:4][CH:3]=[C:2]1[S:6][CH2:7][C:8]([CH3:10])=O. (3) Given the product [NH:30]1[CH:34]=[CH:33][C:32]([NH:35][C:2]2[C:11]3[C:6](=[CH:7][CH:8]=[CH:9][CH:10]=3)[N:5]=[C:4]([C:12]([C:14]3[CH:19]=[CH:18][CH:17]=[C:16]([F:20])[CH:15]=3)=[O:13])[N:3]=2)=[N:31]1, predict the reactants needed to synthesize it. The reactants are: Cl[C:2]1[C:11]2[C:6](=[CH:7][CH:8]=[CH:9][CH:10]=2)[N:5]=[C:4]([C:12]([C:14]2[CH:19]=[CH:18][CH:17]=[C:16]([F:20])[CH:15]=2)=[O:13])[N:3]=1.CCN(C(C)C)C(C)C.[NH:30]1[CH:34]=[CH:33][C:32]([NH2:35])=[N:31]1. (4) Given the product [F:25][C:22]1[CH:23]=[CH:24][C:12]2[N:11]=[C:10]([C@@H:8]([NH2:7])[CH3:9])[N:14]([C@H:15]3[CH2:18][C@@H:17]([O:19][CH3:20])[CH2:16]3)[C:13]=2[CH:21]=1, predict the reactants needed to synthesize it. The reactants are: C(OC(=O)[NH:7][C@H:8]([C:10]1[N:14]([C@H:15]2[CH2:18][C@H:17]([O:19][CH3:20])[CH2:16]2)[C:13]2[CH:21]=[C:22]([F:25])[CH:23]=[CH:24][C:12]=2[N:11]=1)[CH3:9])(C)(C)C.C(O)(C(F)(F)F)=O. (5) The reactants are: [C:1]1([C:7]23O[C:10]([C:18]4[CH:23]=[CH:22][CH:21]=[CH:20][CH:19]=4)([CH:11]4[C:16]2=[CH:15][CH:14]=[CH:13][CH2:12]4)[CH:9]([C:24]#[N:25])[CH:8]3[C:26]#[N:27])[CH:6]=[CH:5][CH:4]=[CH:3][CH:2]=1. Given the product [C:18]1([C:10]2[C:11]3[C:16](=[CH:15][CH:14]=[CH:13][CH:12]=3)[C:7]([C:1]3[CH:2]=[CH:3][CH:4]=[CH:5][CH:6]=3)=[C:8]([C:26]#[N:27])[C:9]=2[C:24]#[N:25])[CH:19]=[CH:20][CH:21]=[CH:22][CH:23]=1, predict the reactants needed to synthesize it. (6) The reactants are: C(O[C:6]([N:8]1[C:16]2[C:11](=[CH:12][C:13]([O:17][CH2:18][C:19]3[CH:24]=[CH:23][C:22]([CH2:25][CH:26]([CH3:28])[CH3:27])=[C:21]([C:29]([F:32])([F:31])[F:30])[CH:20]=3)=[CH:14][CH:15]=2)[CH2:10][CH2:9]1)=[O:7])(C)(C)C.C[CH2:34][N:35]([CH:39]([CH3:41])C)[CH:36](C)C.C1C=CC2N(O)N=N[C:46]=2[CH:47]=1.CCN=C=NCCCN(C)C.Cl.[C:64](=O)([OH:66])[O-:65].[Na+]. Given the product [CH2:47]([O:66][C:64](=[O:65])[CH2:41][CH2:39][N:35]([CH2:34][C:6]([N:8]1[C:16]2[C:11](=[CH:12][C:13]([O:17][CH2:18][C:19]3[CH:24]=[CH:23][C:22]([CH2:25][CH:26]([CH3:27])[CH3:28])=[C:21]([C:29]([F:31])([F:30])[F:32])[CH:20]=3)=[CH:14][CH:15]=2)[CH2:10][CH2:9]1)=[O:7])[CH3:36])[CH3:46], predict the reactants needed to synthesize it.